Dataset: NCI-60 drug combinations with 297,098 pairs across 59 cell lines. Task: Regression. Given two drug SMILES strings and cell line genomic features, predict the synergy score measuring deviation from expected non-interaction effect. (1) Drug 1: C1=CC=C(C(=C1)C(C2=CC=C(C=C2)Cl)C(Cl)Cl)Cl. Drug 2: CS(=O)(=O)OCCCCOS(=O)(=O)C. Cell line: EKVX. Synergy scores: CSS=3.93, Synergy_ZIP=-3.39, Synergy_Bliss=-3.16, Synergy_Loewe=-1.70, Synergy_HSA=-1.46. (2) Drug 1: CCCCCOC(=O)NC1=NC(=O)N(C=C1F)C2C(C(C(O2)C)O)O. Drug 2: C(CN)CNCCSP(=O)(O)O. Cell line: SW-620. Synergy scores: CSS=-2.19, Synergy_ZIP=1.74, Synergy_Bliss=0.398, Synergy_Loewe=-1.61, Synergy_HSA=-1.77. (3) Drug 1: CC1=C2C(C(=O)C3(C(CC4C(C3C(C(C2(C)C)(CC1OC(=O)C(C(C5=CC=CC=C5)NC(=O)C6=CC=CC=C6)O)O)OC(=O)C7=CC=CC=C7)(CO4)OC(=O)C)O)C)OC(=O)C. Drug 2: CC1=C(C(=CC=C1)Cl)NC(=O)C2=CN=C(S2)NC3=CC(=NC(=N3)C)N4CCN(CC4)CCO. Cell line: MCF7. Synergy scores: CSS=14.2, Synergy_ZIP=-7.25, Synergy_Bliss=-5.71, Synergy_Loewe=-6.46, Synergy_HSA=-4.94.